From a dataset of Full USPTO retrosynthesis dataset with 1.9M reactions from patents (1976-2016). Predict the reactants needed to synthesize the given product. (1) Given the product [CH2:16]([CH:23]1[CH2:28][CH2:27][N:26]([C:12](=[O:14])[C:11]([NH:10][C:6]2[CH:7]=[CH:8][CH:9]=[C:4]([N+:1]([O-:3])=[O:2])[CH:5]=2)=[O:15])[CH2:25][CH2:24]1)[C:17]1[CH:22]=[CH:21][CH:20]=[CH:19][CH:18]=1, predict the reactants needed to synthesize it. The reactants are: [N+:1]([C:4]1[CH:5]=[C:6]([NH:10][C:11](=[O:15])[C:12]([OH:14])=O)[CH:7]=[CH:8][CH:9]=1)([O-:3])=[O:2].[CH2:16]([CH:23]1[CH2:28][CH2:27][NH:26][CH2:25][CH2:24]1)[C:17]1[CH:22]=[CH:21][CH:20]=[CH:19][CH:18]=1. (2) Given the product [CH2:1]([N:8]([CH2:40][C:41]1[CH:46]=[CH:45][C:44]([O:47][CH3:48])=[CH:43][CH:42]=1)[C:9]1[C:18]2[C:13](=[CH:14][CH:15]=[CH:16][C:17]=2[C:19]2[CH:24]=[CH:23][CH:22]=[CH:21][CH:20]=2)[C:12]([C:25]2[CH:26]=[C:27]([S:31]([NH:34][C:35]([CH3:38])([CH3:37])[CH3:36])(=[O:33])=[O:32])[CH:28]=[N:29][CH:30]=2)=[C:11]([C:49]#[N:50])[N:10]=1)[C:2]1[CH:7]=[CH:6][CH:5]=[CH:4][CH:3]=1, predict the reactants needed to synthesize it. The reactants are: [CH2:1]([N:8]([CH2:40][C:41]1[CH:46]=[CH:45][C:44]([O:47][CH3:48])=[CH:43][CH:42]=1)[C:9]1[C:18]2[C:13](=[CH:14][CH:15]=[CH:16][C:17]=2[C:19]2[CH:24]=[CH:23][CH:22]=[CH:21][CH:20]=2)[C:12]([C:25]2[CH:26]=[C:27]([S:31]([NH:34][C:35]([CH3:38])([CH3:37])[CH3:36])(=[O:33])=[O:32])[CH:28]=[N:29][CH:30]=2)=[C:11](Cl)[N:10]=1)[C:2]1[CH:7]=[CH:6][CH:5]=[CH:4][CH:3]=1.[C-:49]#[N:50].[Na+].